This data is from Full USPTO retrosynthesis dataset with 1.9M reactions from patents (1976-2016). The task is: Predict the reactants needed to synthesize the given product. (1) Given the product [CH2:1]([O:3][C:4]([C:6]1[CH:7]([NH2:31])[C:8]2[C:13]([C:14]=1[C:15]1[CH:20]=[CH:19][CH:18]=[CH:17][CH:16]=1)=[CH:12][CH:11]=[C:10]([O:21][CH2:22][CH2:23][CH2:24][C:25]1[CH:30]=[CH:29][CH:28]=[CH:27][CH:26]=1)[CH:9]=2)=[O:5])[CH3:2], predict the reactants needed to synthesize it. The reactants are: [CH2:1]([O:3][C:4]([C:6]1[C:7](=[N:31]O)[C:8]2[C:13]([C:14]=1[C:15]1[CH:20]=[CH:19][CH:18]=[CH:17][CH:16]=1)=[CH:12][CH:11]=[C:10]([O:21][CH2:22][CH2:23][CH2:24][C:25]1[CH:30]=[CH:29][CH:28]=[CH:27][CH:26]=1)[CH:9]=2)=[O:5])[CH3:2]. (2) Given the product [CH2:1]([O:3][C:4]([C:6]1[N:7]([N:15]=[CH:21][C:20]2[CH:23]=[CH:24][C:17]([F:16])=[CH:18][CH:19]=2)[C:8]2[C:13]([CH:14]=1)=[CH:12][CH:11]=[CH:10][CH:9]=2)=[O:5])[CH3:2], predict the reactants needed to synthesize it. The reactants are: [CH2:1]([O:3][C:4]([C:6]1[N:7]([NH2:15])[C:8]2[C:13]([CH:14]=1)=[CH:12][CH:11]=[CH:10][CH:9]=2)=[O:5])[CH3:2].[F:16][C:17]1[CH:24]=[CH:23][C:20]([CH:21]=O)=[CH:19][CH:18]=1. (3) Given the product [OH:2][C:3]1[CH:12]=[C:11]2[C:6]([CH:7]=[C:8]([C:14]([OH:16])=[O:15])[C:9]([CH3:13])=[N:10]2)=[CH:5][CH:4]=1, predict the reactants needed to synthesize it. The reactants are: C[O:2][C:3]1[CH:12]=[C:11]2[C:6]([CH:7]=[C:8]([C:14]([OH:16])=[O:15])[C:9]([CH3:13])=[N:10]2)=[CH:5][CH:4]=1.Br.